Task: Predict the product of the given reaction.. Dataset: Forward reaction prediction with 1.9M reactions from USPTO patents (1976-2016) (1) Given the reactants [CH2:1]([N:3]([C:29](=O)[C:30]1[CH:35]=[CH:34][C:33]([OH:36])=[C:32]([F:37])[CH:31]=1)[C:4]1[CH:9]=[C:8]([O:10][CH3:11])[CH:7]=[CH:6][C:5]=1[CH:12]1[CH2:21][CH2:20][C:19]2[CH:18]=[C:17]([O:22]C(=O)C(C)(C)C)[CH:16]=[CH:15][C:14]=2[CH2:13]1)[CH3:2].Cl[CH2:40][C:41]([N:43]1[CH2:47][CH2:46][CH2:45][CH2:44]1)=O, predict the reaction product. The product is: [CH2:1]([N:3]([CH2:29][C:30]1[CH:35]=[CH:34][C:33]([O:36][CH2:40][CH2:41][N:43]2[CH2:47][CH2:46][CH2:45][CH2:44]2)=[C:32]([F:37])[CH:31]=1)[C:4]1[CH:9]=[C:8]([O:10][CH3:11])[CH:7]=[CH:6][C:5]=1[CH:12]1[CH2:21][CH2:20][C:19]2[CH:18]=[C:17]([OH:22])[CH:16]=[CH:15][C:14]=2[CH2:13]1)[CH3:2]. (2) Given the reactants [N+:1]([C:4]1[CH:12]=[CH:11][C:10]([O:13][C:14]([F:17])([F:16])[F:15])=[CH:9][C:5]=1[C:6]([OH:8])=O)([O-:3])=[O:2].Cl.[CH3:19][O:20][C:21](=[O:24])[CH2:22][NH2:23].C1(N=C=NC2CCCCC2)CCCCC1.O.ON1C2C=CC=CC=2N=N1.C(=O)([O-])[O-].[K+].[K+], predict the reaction product. The product is: [N+:1]([C:4]1[CH:12]=[CH:11][C:10]([O:13][C:14]([F:17])([F:16])[F:15])=[CH:9][C:5]=1[C:6]([NH:23][CH2:22][C:21]([O:20][CH3:19])=[O:24])=[O:8])([O-:3])=[O:2].